From a dataset of NCI-60 drug combinations with 297,098 pairs across 59 cell lines. Regression. Given two drug SMILES strings and cell line genomic features, predict the synergy score measuring deviation from expected non-interaction effect. (1) Drug 1: CN(C)N=NC1=C(NC=N1)C(=O)N. Drug 2: CC1=C(C(=O)C2=C(C1=O)N3CC4C(C3(C2COC(=O)N)OC)N4)N. Cell line: HCC-2998. Synergy scores: CSS=10.5, Synergy_ZIP=-4.24, Synergy_Bliss=-9.17, Synergy_Loewe=-28.8, Synergy_HSA=-8.88. (2) Drug 1: CN1C2=C(C=C(C=C2)N(CCCl)CCCl)N=C1CCCC(=O)O.Cl. Drug 2: COC1=NC(=NC2=C1N=CN2C3C(C(C(O3)CO)O)O)N. Cell line: PC-3. Synergy scores: CSS=2.29, Synergy_ZIP=0.277, Synergy_Bliss=0.487, Synergy_Loewe=-0.424, Synergy_HSA=0.173. (3) Drug 1: CN1C(=O)N2C=NC(=C2N=N1)C(=O)N. Drug 2: CC1=C(C=C(C=C1)C(=O)NC2=CC(=CC(=C2)C(F)(F)F)N3C=C(N=C3)C)NC4=NC=CC(=N4)C5=CN=CC=C5. Cell line: CCRF-CEM. Synergy scores: CSS=-0.476, Synergy_ZIP=-3.79, Synergy_Bliss=-9.19, Synergy_Loewe=-12.1, Synergy_HSA=-13.4. (4) Drug 1: CC1=CC2C(CCC3(C2CCC3(C(=O)C)OC(=O)C)C)C4(C1=CC(=O)CC4)C. Drug 2: CC1=C(C(=CC=C1)Cl)NC(=O)C2=CN=C(S2)NC3=CC(=NC(=N3)C)N4CCN(CC4)CCO. Cell line: SF-295. Synergy scores: CSS=14.7, Synergy_ZIP=-1.47, Synergy_Bliss=1.52, Synergy_Loewe=-9.78, Synergy_HSA=2.18. (5) Drug 1: CC1C(C(CC(O1)OC2CC(CC3=C2C(=C4C(=C3O)C(=O)C5=C(C4=O)C(=CC=C5)OC)O)(C(=O)CO)O)N)O.Cl. Drug 2: C1CCC(CC1)NC(=O)N(CCCl)N=O. Cell line: MCF7. Synergy scores: CSS=16.7, Synergy_ZIP=1.67, Synergy_Bliss=5.88, Synergy_Loewe=7.20, Synergy_HSA=6.41. (6) Drug 1: CC(C)CN1C=NC2=C1C3=CC=CC=C3N=C2N. Drug 2: C1C(C(OC1N2C=NC3=C2NC=NCC3O)CO)O. Cell line: BT-549. Synergy scores: CSS=1.13, Synergy_ZIP=-0.195, Synergy_Bliss=0.679, Synergy_Loewe=-0.461, Synergy_HSA=-0.421. (7) Drug 1: CC1=C(C(=CC=C1)Cl)NC(=O)C2=CN=C(S2)NC3=CC(=NC(=N3)C)N4CCN(CC4)CCO. Drug 2: C1CN1C2=NC(=NC(=N2)N3CC3)N4CC4. Cell line: PC-3. Synergy scores: CSS=27.8, Synergy_ZIP=3.44, Synergy_Bliss=5.14, Synergy_Loewe=5.60, Synergy_HSA=7.04. (8) Drug 1: C1=CC(=CC=C1CCC2=CNC3=C2C(=O)NC(=N3)N)C(=O)NC(CCC(=O)O)C(=O)O. Drug 2: CC(C)(C#N)C1=CC(=CC(=C1)CN2C=NC=N2)C(C)(C)C#N. Cell line: BT-549. Synergy scores: CSS=7.56, Synergy_ZIP=-0.890, Synergy_Bliss=-4.29, Synergy_Loewe=-7.12, Synergy_HSA=-2.98.